Dataset: Forward reaction prediction with 1.9M reactions from USPTO patents (1976-2016). Task: Predict the product of the given reaction. (1) The product is: [NH2:30][C@H:26]([CH2:25][CH2:24][OH:23])[C:27]([NH:13][C:12]1[CH:11]=[CH:10][C:9]([CH2:1][CH2:2][CH2:3][CH2:4][CH2:5][CH2:6][CH2:7][CH3:8])=[CH:15][CH:14]=1)=[O:28]. Given the reactants [CH2:1]([C:9]1[CH:15]=[CH:14][C:12]([NH2:13])=[CH:11][CH:10]=1)[CH2:2][CH2:3][CH2:4][CH2:5][CH2:6][CH2:7][CH3:8].C([O:23][CH2:24][CH2:25][C@@H:26]([NH:30]C(OC(C)(C)C)=O)[C:27](O)=[O:28])C1C=CC=CC=1, predict the reaction product. (2) Given the reactants [NH2:1][CH2:2][C@H:3]1[CH2:8][CH2:7][C@H:6]([C:9]([OH:11])=[O:10])[CH2:5][CH2:4]1.Cl[C:13]([O:15][CH2:16][C:17]1[CH:22]=[CH:21][CH:20]=[CH:19][CH:18]=1)=[O:14].C(=O)([O-])[O-].[Na+].[Na+], predict the reaction product. The product is: [CH2:16]([O:15][C:13]([NH:1][CH2:2][C@H:3]1[CH2:4][CH2:5][C@H:6]([C:9]([OH:11])=[O:10])[CH2:7][CH2:8]1)=[O:14])[C:17]1[CH:22]=[CH:21][CH:20]=[CH:19][CH:18]=1. (3) Given the reactants Cl.[NH2:2][N:3]1[CH2:7][CH2:6][CH2:5][C:4]1=O.[CH2:9]([O:11][C:12](=[O:22])[CH2:13][C:14](=O)[C:15]1[CH:20]=[CH:19][CH:18]=[CH:17][CH:16]=1)[CH3:10].CC[O-].[Na+].Cl, predict the reaction product. The product is: [CH2:9]([O:11][C:12]([C:13]1[C:14]([C:15]2[CH:20]=[CH:19][CH:18]=[CH:17][CH:16]=2)=[N:2][N:3]2[CH2:7][CH2:6][CH2:5][C:4]=12)=[O:22])[CH3:10]. (4) The product is: [Br:1][C:2]1[CH:7]=[C:6]([CH:5]=[CH:4][C:3]=1[O:10][C:11]1[CH:16]=[CH:15][C:14]([F:17])=[CH:13][C:12]=1[F:18])[CH2:8][S:21][CH2:19][CH3:20]. Given the reactants [Br:1][C:2]1[CH:7]=[C:6]([CH2:8]Br)[CH:5]=[CH:4][C:3]=1[O:10][C:11]1[CH:16]=[CH:15][C:14]([F:17])=[CH:13][C:12]=1[F:18].[CH2:19]([S-:21])[CH3:20].[Na+], predict the reaction product. (5) Given the reactants [Cl:1][C:2]1[CH:7]=[CH:6][CH:5]=[C:4]([F:8])[C:3]=1[C:9]1[NH:10][C:11](=[O:21])[N:12]([C:14]2[CH:19]=[CH:18][C:17](I)=[CH:16][CH:15]=2)[N:13]=1.[F:22][C:23]([F:32])([F:31])[C:24]1[CH:25]=[C:26]([CH:28]=[CH:29][CH:30]=1)[NH2:27].CC([O-])(C)C.[Na+].CC1(C)C2C=CC=C(P(C3C=CC=CC=3)C3C=CC=CC=3)C=2OC2C1=CC=CC=2P(C1C=CC=CC=1)C1C=CC=CC=1, predict the reaction product. The product is: [Cl:1][C:2]1[CH:7]=[CH:6][CH:5]=[C:4]([F:8])[C:3]=1[C:9]1[NH:10][C:11](=[O:21])[N:12]([C:14]2[CH:19]=[CH:18][C:17]([NH:27][C:26]3[CH:28]=[CH:29][CH:30]=[C:24]([C:23]([F:22])([F:31])[F:32])[CH:25]=3)=[CH:16][CH:15]=2)[N:13]=1. (6) Given the reactants [CH3:1][C:2]1[O:6][N:5]=[C:4]([C:7]2[CH:12]=[CH:11][CH:10]=[CH:9][CH:8]=2)[C:3]=1[C:13]1[N:14]=[C:15]2[CH:20]=[C:19]([C:21]([OH:23])=O)[CH:18]=[CH:17][N:16]2[CH:24]=1.[NH2:25][CH:26]1[CH2:31][CH2:30][O:29][CH2:28][CH2:27]1, predict the reaction product. The product is: [O:29]1[CH2:30][CH2:31][CH:26]([NH:25][C:21]([C:19]2[CH:18]=[CH:17][N:16]3[CH:24]=[C:13]([C:3]4[C:4]([C:7]5[CH:12]=[CH:11][CH:10]=[CH:9][CH:8]=5)=[N:5][O:6][C:2]=4[CH3:1])[N:14]=[C:15]3[CH:20]=2)=[O:23])[CH2:27][CH2:28]1. (7) Given the reactants Br[C:2]1[CH:12]=[CH:11][C:5]2[S:6](=[O:10])(=[O:9])[CH:7]=[CH:8][C:4]=2[CH:3]=1.[B:13]1([B:13]2[O:17][C:16]([CH3:19])([CH3:18])[C:15]([CH3:21])([CH3:20])[O:14]2)[O:17][C:16]([CH3:19])([CH3:18])[C:15]([CH3:21])([CH3:20])[O:14]1.C([O-])(=O)C.[K+].C(Cl)Cl, predict the reaction product. The product is: [O:9]=[S:6]1(=[O:10])[CH:7]=[CH:8][C:4]2[CH:3]=[C:2]([B:13]3[O:17][C:16]([CH3:19])([CH3:18])[C:15]([CH3:21])([CH3:20])[O:14]3)[CH:12]=[CH:11][C:5]1=2. (8) Given the reactants S(=O)(=O)(O)O.[CH2:6]([O:8][C:9](=[O:22])[CH2:10][C:11]1([C:17]([O:19][CH2:20][CH3:21])=[O:18])[CH2:15][CH2:14][CH2:13][C:12]1=O)[CH3:7].Cl.[CH:24]1([C:29]2[CH:44]=[CH:43][C:32]([CH2:33][O:34][C:35]3[CH:40]=[CH:39][C:38]([NH:41]N)=[CH:37][CH:36]=3)=[CH:31][C:30]=2[C:45]([F:48])([F:47])[F:46])[CH2:28][CH2:27][CH2:26][CH2:25]1, predict the reaction product. The product is: [CH:24]1([C:29]2[CH:44]=[CH:43][C:32]([CH2:33][O:34][C:35]3[CH:40]=[CH:39][C:38]4[NH:41][C:12]5[C:11]([CH2:10][C:9]([O:8][CH2:6][CH3:7])=[O:22])([C:17]([O:19][CH2:20][CH3:21])=[O:18])[CH2:15][CH2:14][C:13]=5[C:37]=4[CH:36]=3)=[CH:31][C:30]=2[C:45]([F:46])([F:47])[F:48])[CH2:25][CH2:26][CH2:27][CH2:28]1. (9) The product is: [Cl:30][C:5]1([C:3]([OH:4])=[O:2])[C:7]2([CH2:8][CH2:9][C:10]([C:28]#[N:29])([C:13]3[C:21]4[C:20]5[CH:22]=[CH:23][CH:24]=[CH:25][C:19]=5[O:18][C:17]=4[C:16]([O:26][CH3:27])=[CH:15][CH:14]=3)[CH2:11][CH2:12]2)[O:6]1. Given the reactants C[O:2][C:3]([C:5]1([Cl:30])[C:7]2([CH2:12][CH2:11][C:10]([C:28]#[N:29])([C:13]3[C:21]4[C:20]5[CH:22]=[CH:23][CH:24]=[CH:25][C:19]=5[O:18][C:17]=4[C:16]([O:26][CH3:27])=[CH:15][CH:14]=3)[CH2:9][CH2:8]2)[O:6]1)=[O:4].C[O-].[Na+].Cl, predict the reaction product. (10) The product is: [CH3:1][O:2][C:3]1[C:4]([O:21][CH3:22])=[CH:5][C:6]2[NH:12][C:11](=[S:32])[CH2:10][N:9]=[C:8]([C:14]3[CH:19]=[CH:18][CH:17]=[CH:16][CH:15]=3)[C:7]=2[CH:20]=1. Given the reactants [CH3:1][O:2][C:3]1[C:4]([O:21][CH3:22])=[CH:5][C:6]2[NH:12][C:11](=O)[CH2:10][N:9]=[C:8]([C:14]3[CH:19]=[CH:18][CH:17]=[CH:16][CH:15]=3)[C:7]=2[CH:20]=1.COC1C=CC(P2(SP(C3C=CC(OC)=CC=3)(=S)S2)=[S:32])=CC=1, predict the reaction product.